The task is: Predict which catalyst facilitates the given reaction.. This data is from Catalyst prediction with 721,799 reactions and 888 catalyst types from USPTO. (1) Reactant: C(OC([N:8]([O:27]C(OC(C)(C)C)=O)[C:9]1([CH3:26])[C:13](=[O:14])[N:12]([CH3:15])[N:11]=[C:10]1[C:16]1[CH:21]=[CH:20][C:19]([F:22])=[CH:18][C:17]=1[O:23][CH2:24][CH3:25])=O)(C)(C)C. Product: [CH2:24]([O:23][C:17]1[CH:18]=[C:19]([F:22])[CH:20]=[CH:21][C:16]=1[C:10]1[C:9]([NH:8][OH:27])([CH3:26])[C:13](=[O:14])[N:12]([CH3:15])[N:11]=1)[CH3:25]. The catalyst class is: 13. (2) Reactant: [CH2:1]([O:3][C:4]([C:6]1[C:7]([O:13][C:14]2[C:19]([CH3:20])=[CH:18][C:17]([CH3:21])=[CH:16][C:15]=2[CH3:22])=[N+:8]([O-])[CH:9]=[CH:10][CH:11]=1)=[O:5])[CH3:2].[F-].[Cs+].C[Si](C)(C)[C:27]([F:33])([F:32])[C:28]([F:31])([F:30])[F:29].O. Product: [F:32][C:27]([F:33])([C:9]1[N:8]=[C:7]([O:13][C:14]2[C:19]([CH3:20])=[CH:18][C:17]([CH3:21])=[CH:16][C:15]=2[CH3:22])[C:6]([C:4]([O:3][CH2:1][CH3:2])=[O:5])=[CH:11][CH:10]=1)[C:28]([F:31])([F:30])[F:29]. The catalyst class is: 54. (3) Reactant: [F:1][CH2:2][C:3]([CH2:10][F:11])([CH3:9])[C:4](=O)[CH2:5][C:6]#[N:7].[OH-:12].[Na+].S(O)(O)(=O)=O.[NH2:19]O. Product: [F:1][CH2:2][C:3]([C:4]1[CH:5]=[C:6]([NH2:7])[O:12][N:19]=1)([CH3:9])[CH2:10][F:11]. The catalyst class is: 88.